Dataset: Reaction yield outcomes from USPTO patents with 853,638 reactions. Task: Predict the reaction yield, written as a fraction of the theoretical maximum amount of product (1.0 means a 100% yield; for example, 0.34 means a 34% yield). The product is [O:12]1[C:16]2[CH:17]=[CH:18][C:19]([C:21]3[N:11]=[C:7]4[CH:6]=[C:5]([NH:4][CH2:3][CH2:2][F:1])[CH:10]=[CH:9][N:8]4[CH:22]=3)=[CH:20][C:15]=2[O:14][CH2:13]1. The yield is 0.170. The reactants are [F:1][CH2:2][CH2:3][NH:4][C:5]1[CH:10]=[CH:9][N:8]=[C:7]([NH2:11])[CH:6]=1.[O:12]1[C:16]2[CH:17]=[CH:18][C:19]([C:21](=O)[CH2:22]Br)=[CH:20][C:15]=2[O:14][CH2:13]1. No catalyst specified.